From a dataset of Catalyst prediction with 721,799 reactions and 888 catalyst types from USPTO. Predict which catalyst facilitates the given reaction. (1) Reactant: [CH2:1]([O:3][C:4]([C:6]1[CH:7]=[N:8][N:9]([C:15]2[CH:20]=[CH:19][CH:18]=[C:17](Cl)[N:16]=2)[C:10]=1[C:11]([F:14])([F:13])[F:12])=[O:5])[CH3:2].B1(O)[C:26]2[CH:27]=[CH:28][CH:29]=[CH:30][C:25]=2[CH2:24][O:23]1.C([O-])([O-])=O.[Na+].[Na+]. Product: [OH:23][CH2:24][C:25]1[CH:30]=[CH:29][CH:28]=[CH:27][C:26]=1[C:17]1[N:16]=[C:15]([N:9]2[C:10]([C:11]([F:14])([F:13])[F:12])=[C:6]([C:4]([O:3][CH2:1][CH3:2])=[O:5])[CH:7]=[N:8]2)[CH:20]=[CH:19][CH:18]=1. The catalyst class is: 10. (2) The catalyst class is: 2. Product: [NH2:29][C:27]1[CH:28]=[C:23]([C:21]([C:14]2[C:15]3[CH:16]=[N:17][CH:18]=[CH:19][C:20]=3[N:12]([CH:10]([CH3:11])[CH2:9][OH:8])[CH:13]=2)=[O:22])[CH:24]=[N:25][CH:26]=1. Reactant: [Si]([O:8][CH2:9][CH:10]([N:12]1[C:20]2[CH:19]=[CH:18][N:17]=[CH:16][C:15]=2[C:14]([C:21]([C:23]2[CH:24]=[N:25][CH:26]=[C:27]([N:29]=C(C3C=CC=CC=3)C3C=CC=CC=3)[CH:28]=2)=[O:22])=[CH:13]1)[CH3:11])(C(C)(C)C)(C)C.C(O)(C(F)(F)F)=O.